Dataset: Reaction yield outcomes from USPTO patents with 853,638 reactions. Task: Predict the reaction yield, written as a fraction of the theoretical maximum amount of product (1.0 means a 100% yield; for example, 0.34 means a 34% yield). The reactants are [Cl:1][C:2]1[N:7]=[CH:6][C:5]([NH:8][C:9]([C@H:11]([NH:13]C(=O)OC(C)(C)C)[CH3:12])=[O:10])=[C:4]([NH:21][CH2:22][CH3:23])[CH:3]=1.Cl.[Cl:25][C:26]1[CH:31]=[CH:30][C:29]([S:32](Cl)(=[O:34])=[O:33])=[CH:28][CH:27]=1.CCN(CC)CC. The catalyst is C(Cl)Cl.O.CO. The product is [Cl:1][C:2]1[N:7]=[CH:6][C:5]([NH:8][C:9](=[O:10])[C@H:11]([NH:13][S:32]([C:29]2[CH:30]=[CH:31][C:26]([Cl:25])=[CH:27][CH:28]=2)(=[O:34])=[O:33])[CH3:12])=[C:4]([NH:21][CH2:22][CH3:23])[CH:3]=1. The yield is 0.600.